Dataset: Full USPTO retrosynthesis dataset with 1.9M reactions from patents (1976-2016). Task: Predict the reactants needed to synthesize the given product. (1) The reactants are: [Br:1][C:2]1[N:7]=[C:6]([C:8]([NH:10][CH2:11][C:12]2[CH:17]=[CH:16][C:15]([F:18])=[CH:14][CH:13]=2)=[O:9])[C:5]([OH:19])=[CH:4][CH:3]=1.[C:20]([O-])([O-])=O.[Cs+].[Cs+].ClCI. Given the product [Br:1][C:2]1[CH:3]=[CH:4][C:5]2[O:19][CH2:20][N:10]([CH2:11][C:12]3[CH:17]=[CH:16][C:15]([F:18])=[CH:14][CH:13]=3)[C:8](=[O:9])[C:6]=2[N:7]=1, predict the reactants needed to synthesize it. (2) Given the product [Cl:32][C:6]1[CH:5]=[C:4]([C:33]2[CH:34]=[CH:35][C:36]([C:39]([N:60]3[CH2:61][CH2:62][CH:57]([C:56]([F:64])([F:63])[F:55])[CH2:58][CH2:59]3)=[O:40])=[CH:37][CH:38]=2)[CH:3]=[C:2]([Cl:1])[C:7]=1[CH2:8][C@@H:9]1[CH2:13][CH2:12][N:11]([N:14]2[CH2:19][CH2:18][CH:17]([O:20][Si:21]([CH:28]([CH3:29])[CH3:30])([CH:22]([CH3:24])[CH3:23])[CH:25]([CH3:27])[CH3:26])[CH2:16][CH2:15]2)[C:10]1=[O:31], predict the reactants needed to synthesize it. The reactants are: [Cl:1][C:2]1[CH:3]=[C:4]([C:33]2[CH:38]=[CH:37][C:36]([C:39](O)=[O:40])=[CH:35][CH:34]=2)[CH:5]=[C:6]([Cl:32])[C:7]=1[CH2:8][C@@H:9]1[CH2:13][CH2:12][N:11]([N:14]2[CH2:19][CH2:18][CH:17]([O:20][Si:21]([CH:28]([CH3:30])[CH3:29])([CH:25]([CH3:27])[CH3:26])[CH:22]([CH3:24])[CH3:23])[CH2:16][CH2:15]2)[C:10]1=[O:31].C(N1C=CN=C1)(N1C=CN=C1)=O.Cl.[F:55][C:56]([F:64])([F:63])[CH:57]1[CH2:62][CH2:61][NH:60][CH2:59][CH2:58]1.C(N(C(C)C)CC)(C)C.